This data is from NCI-60 drug combinations with 297,098 pairs across 59 cell lines. The task is: Regression. Given two drug SMILES strings and cell line genomic features, predict the synergy score measuring deviation from expected non-interaction effect. Drug 1: C1=CN(C(=O)N=C1N)C2C(C(C(O2)CO)O)O.Cl. Synergy scores: CSS=25.2, Synergy_ZIP=-10.4, Synergy_Bliss=-3.86, Synergy_Loewe=-4.91, Synergy_HSA=-0.879. Drug 2: CC1CCC2CC(C(=CC=CC=CC(CC(C(=O)C(C(C(=CC(C(=O)CC(OC(=O)C3CCCCN3C(=O)C(=O)C1(O2)O)C(C)CC4CCC(C(C4)OC)OCCO)C)C)O)OC)C)C)C)OC. Cell line: OVCAR-5.